Dataset: Forward reaction prediction with 1.9M reactions from USPTO patents (1976-2016). Task: Predict the product of the given reaction. (1) Given the reactants [C:1](Cl)([C:14]1[CH:19]=[CH:18][CH:17]=[CH:16][CH:15]=1)([C:8]1[CH:13]=[CH:12][CH:11]=[CH:10][CH:9]=1)[C:2]1[CH:7]=[CH:6][CH:5]=[CH:4][CH:3]=1.Cl.[CH3:22][O:23][C:24](=[O:29])[C@H:25]([CH2:27][OH:28])[NH2:26].C(N(CC)CC)C, predict the reaction product. The product is: [CH3:22][O:23][C:24](=[O:29])[C@H:25]([CH2:27][OH:28])[NH:26][C:1]([C:14]1[CH:19]=[CH:18][CH:17]=[CH:16][CH:15]=1)([C:8]1[CH:13]=[CH:12][CH:11]=[CH:10][CH:9]=1)[C:2]1[CH:7]=[CH:6][CH:5]=[CH:4][CH:3]=1. (2) Given the reactants [F:1][C:2]1[CH:7]=[CH:6][C:5]([N:8]2[C:16]3[CH:15]=[CH:14][CH:13]=[C:12]([C:17]([OH:19])=O)[C:11]=3[CH:10]=[N:9]2)=[CH:4][CH:3]=1.F[P-](F)(F)(F)(F)F.N1(OC(N(C)C)=[N+](C)C)C2N=CC=CC=2N=N1.[C:44]1([CH:54]([NH2:56])[CH3:55])[C:53]2[C:48](=[CH:49][CH:50]=[CH:51][CH:52]=2)[CH:47]=[CH:46][CH:45]=1.CN1CCOCC1, predict the reaction product. The product is: [C:44]1([CH:54]([NH:56][C:17]([C:12]2[C:11]3[CH:10]=[N:9][N:8]([C:5]4[CH:4]=[CH:3][C:2]([F:1])=[CH:7][CH:6]=4)[C:16]=3[CH:15]=[CH:14][CH:13]=2)=[O:19])[CH3:55])[C:53]2[C:48](=[CH:49][CH:50]=[CH:51][CH:52]=2)[CH:47]=[CH:46][CH:45]=1.